This data is from Retrosynthesis with 50K atom-mapped reactions and 10 reaction types from USPTO. The task is: Predict the reactants needed to synthesize the given product. (1) Given the product O=Cc1ccc2c(c1)COC2=O, predict the reactants needed to synthesize it. The reactants are: O=C1OCc2cc(CO)ccc21. (2) Given the product Nc1ccc(-c2ccc(F)cc2F)cc1F, predict the reactants needed to synthesize it. The reactants are: Nc1ccc(Br)cc1F.OB(O)c1ccc(F)cc1F. (3) Given the product CCN1C(=O)C(C)(C)c2cc3[nH]c(-c4n[nH]cc4NC(=O)c4ccno4)nc3cc21, predict the reactants needed to synthesize it. The reactants are: CCN1C(=O)C(C)(C)c2cc3[nH]c(-c4n[nH]cc4N)nc3cc21.O=C(Cl)c1ccno1. (4) Given the product C[C@H]1COc2c(N3CCN(C)CC3)c(F)cc3c(=O)c(C(=O)O)cn1c23, predict the reactants needed to synthesize it. The reactants are: CN1CCNCC1.C[C@H]1COc2c(F)c(F)cc3c(=O)c(C(=O)O)cn1c23. (5) Given the product CC(C)(C)c1cc(OCCCO)cc(C(C)(C)C)c1, predict the reactants needed to synthesize it. The reactants are: CC(C)(C)c1cc(O)cc(C(C)(C)C)c1.OCCCCl.